This data is from Reaction yield outcomes from USPTO patents with 853,638 reactions. The task is: Predict the reaction yield, written as a fraction of the theoretical maximum amount of product (1.0 means a 100% yield; for example, 0.34 means a 34% yield). The product is [CH3:25][O:24][C:21]1[CH:22]=[C:23]2[C:18](=[CH:19][C:20]=1[O:26][CH3:27])[N:17]=[CH:16][CH:15]=[C:14]2[O:12][C:5]1[CH:6]=[CH:7][C:8]([O:10][CH3:11])=[CH:9][C:4]=1[C:2](=[O:3])[CH3:1]. The reactants are [CH3:1][C:2]([C:4]1[CH:9]=[C:8]([O:10][CH3:11])[CH:7]=[CH:6][C:5]=1[OH:12])=[O:3].Cl[C:14]1[C:23]2[C:18](=[CH:19][C:20]([O:26][CH3:27])=[C:21]([O:24][CH3:25])[CH:22]=2)[N:17]=[CH:16][CH:15]=1. The yield is 0.100. The catalyst is CN(C)C1C=CN=CC=1.ClC1C=CC=CC=1Cl.